Dataset: Forward reaction prediction with 1.9M reactions from USPTO patents (1976-2016). Task: Predict the product of the given reaction. (1) Given the reactants Br[C:2]1[C:10]2[N:9]3[CH2:11][CH2:12][NH:13][C:14](=[O:15])[C:8]3=[C:7]([CH3:16])[C:6]=2[CH:5]=[C:4]([Cl:17])[CH:3]=1.[F:18][C:19]1[CH:20]=[C:21](B(O)O)[CH:22]=[C:23]([F:25])[CH:24]=1, predict the reaction product. The product is: [Cl:17][C:4]1[CH:3]=[C:2]([C:21]2[CH:20]=[C:19]([F:18])[CH:24]=[C:23]([F:25])[CH:22]=2)[C:10]2[N:9]3[CH2:11][CH2:12][NH:13][C:14](=[O:15])[C:8]3=[C:7]([CH3:16])[C:6]=2[CH:5]=1. (2) Given the reactants [CH3:1]OC(C)[O-].COC(C)[O-].[H-].[Al+3].[Na+].[C:14]1([CH3:20])[CH:19]=[CH:18][CH:17]=[CH:16][CH:15]=1.[OH-:21].[NH4+:22].CCOC(C)=O.[CH2:29]1C[O:32][CH2:31][CH2:30]1, predict the reaction product. The product is: [CH2:20]([N:22]1[CH2:29][C@@H:30]([OH:21])[C@H:31]([OH:32])[CH2:1]1)[C:14]1[CH:19]=[CH:18][CH:17]=[CH:16][CH:15]=1.